Dataset: Full USPTO retrosynthesis dataset with 1.9M reactions from patents (1976-2016). Task: Predict the reactants needed to synthesize the given product. (1) Given the product [F:44][C:38]1[CH:39]=[CH:40][CH:41]=[C:42]([F:43])[C:37]=1[S:34]([NH:33][C:29]1[C:28]([F:45])=[C:27]([C:9]2[N:10]=[C:11]([C:13]3([CH3:26])[CH2:18][CH2:17][N:16]([C:19]([O:21][C:22]([CH3:25])([CH3:24])[CH3:23])=[O:20])[CH2:15][CH2:14]3)[S:12][C:8]=2[C:6]2[CH:5]=[CH:4][N:3]=[C:2]([CH3:46])[N:7]=2)[CH:32]=[CH:31][CH:30]=1)(=[O:36])=[O:35], predict the reactants needed to synthesize it. The reactants are: Cl[C:2]1[N:7]=[C:6]([C:8]2[S:12][C:11]([C:13]3([CH3:26])[CH2:18][CH2:17][N:16]([C:19]([O:21][C:22]([CH3:25])([CH3:24])[CH3:23])=[O:20])[CH2:15][CH2:14]3)=[N:10][C:9]=2[C:27]2[CH:32]=[CH:31][CH:30]=[C:29]([NH:33][S:34]([C:37]3[C:42]([F:43])=[CH:41][CH:40]=[CH:39][C:38]=3[F:44])(=[O:36])=[O:35])[C:28]=2[F:45])[CH:5]=[CH:4][N:3]=1.[CH3:46][Zn]C. (2) Given the product [Br:1][C:2]1[CH:7]=[CH:6][C:5]([CH:8]2[CH2:9][CH2:10][N:11]([C:21](=[O:23])[CH3:22])[CH2:12][CH2:13]2)=[CH:4][CH:3]=1, predict the reactants needed to synthesize it. The reactants are: [Br:1][C:2]1[CH:7]=[CH:6][C:5]([CH:8]2[CH2:13][CH2:12][NH:11][CH2:10][CH2:9]2)=[CH:4][CH:3]=1.C(N(CC)CC)C.[C:21](OC(=O)C)(=[O:23])[CH3:22]. (3) The reactants are: CN(C(ON1N=NC2C=CC=NC1=2)=[N+](C)C)C.F[P-](F)(F)(F)(F)F.[CH2:25]([C:29]1[S:30][CH:31]=[C:32]([C:34]([OH:36])=O)[N:33]=1)[CH2:26][CH2:27][CH3:28].[Si:37]([O:44][CH2:45][CH2:46][C:47]1[C:48]([F:65])=[C:49]([CH:62]=[CH:63][CH:64]=1)[CH2:50][N:51]1[CH2:61][CH2:60][C:54]2([O:59][CH2:58][CH2:57][NH:56][CH2:55]2)[CH2:53][CH2:52]1)([C:40]([CH3:43])([CH3:42])[CH3:41])([CH3:39])[CH3:38].C(N(CC)CC)C. Given the product [Si:37]([O:44][CH2:45][CH2:46][C:47]1[C:48]([F:65])=[C:49]([CH:62]=[CH:63][CH:64]=1)[CH2:50][N:51]1[CH2:52][CH2:53][C:54]2([O:59][CH2:58][CH2:57][N:56]([C:34]([C:32]3[N:33]=[C:29]([CH2:25][CH2:26][CH2:27][CH3:28])[S:30][CH:31]=3)=[O:36])[CH2:55]2)[CH2:60][CH2:61]1)([C:40]([CH3:43])([CH3:41])[CH3:42])([CH3:39])[CH3:38], predict the reactants needed to synthesize it. (4) Given the product [F:36][C:2]([F:1])([F:35])[C:3]1[CH:4]=[C:5]([C@H:13]([O:15][C@H:16]2[CH2:25][CH2:24][C:23]3[N:22]=[C:21]([CH2:26][NH:27][C:37](=[O:38])[O:39][C:40]([CH3:43])([CH3:42])[CH3:41])[CH:20]=[CH:19][C:18]=3[C@@H:17]2[C:28]2[CH:29]=[CH:30][C:31]([F:34])=[CH:32][CH:33]=2)[CH3:14])[CH:6]=[C:7]([C:9]([F:10])([F:11])[F:12])[CH:8]=1, predict the reactants needed to synthesize it. The reactants are: [F:1][C:2]([F:36])([F:35])[C:3]1[CH:4]=[C:5]([C@H:13]([O:15][C@H:16]2[CH2:25][CH2:24][C:23]3[N:22]=[C:21]([CH2:26][NH2:27])[CH:20]=[CH:19][C:18]=3[C@@H:17]2[C:28]2[CH:33]=[CH:32][C:31]([F:34])=[CH:30][CH:29]=2)[CH3:14])[CH:6]=[C:7]([C:9]([F:12])([F:11])[F:10])[CH:8]=1.[C:37](O[C:37]([O:39][C:40]([CH3:43])([CH3:42])[CH3:41])=[O:38])([O:39][C:40]([CH3:43])([CH3:42])[CH3:41])=[O:38]. (5) Given the product [N:8]([C:9]1[CH:10]=[C:11]2[C:15](=[CH:16][CH:17]=1)[NH:14][N:13]=[CH:12]2)=[N+:22]=[N-:23], predict the reactants needed to synthesize it. The reactants are: N(OC(C)(C)C)=O.[NH2:8][C:9]1[CH:10]=[C:11]2[C:15](=[CH:16][CH:17]=1)[NH:14][N:13]=[CH:12]2.C[Si]([N:22]=[N+:23]=[N-])(C)C. (6) Given the product [CH2:1]([O:2][C:3]([CH2:5][CH2:6][C:7]1[CH:8]=[C:9]2[C:14](=[CH:15][CH:16]=1)[O:13][CH:12]([C:17]([OH:19])=[O:18])[CH2:11][CH2:10]2)=[O:4])[CH3:24], predict the reactants needed to synthesize it. The reactants are: [CH3:1][O:2][C:3](/[CH:5]=[CH:6]/[C:7]1[CH:8]=[C:9]2[C:14](=[CH:15][CH:16]=1)[O:13][CH:12]([C:17]([OH:19])=[O:18])[CH2:11][CH2:10]2)=[O:4].[BH4-].[Na+].O.Cl.[CH3:24]O. (7) Given the product [CH3:1][O:2][C:3]1[CH:8]=[CH:7][C:6]([S:9][C:10]2[C:11]([C:23]([NH:26][C:27]3[S:28][CH:29]=[C:30]([CH2:32][C:33]([O:35][CH2:36][CH3:37])=[O:34])[N:31]=3)=[O:24])=[N:12][C:13]([S:16][C:17]3[CH:22]=[CH:21][CH:20]=[CH:19][N:18]=3)=[CH:14][CH:15]=2)=[CH:5][CH:4]=1, predict the reactants needed to synthesize it. The reactants are: [CH3:1][O:2][C:3]1[CH:8]=[CH:7][C:6]([S:9][C:10]2[C:11]([C:23](O)=[O:24])=[N:12][C:13]([S:16][C:17]3[CH:22]=[CH:21][CH:20]=[CH:19][N:18]=3)=[CH:14][CH:15]=2)=[CH:5][CH:4]=1.[NH2:26][C:27]1[S:28][CH:29]=[C:30]([CH2:32][C:33]([O:35][CH2:36][CH3:37])=[O:34])[N:31]=1.